This data is from HIV replication inhibition screening data with 41,000+ compounds from the AIDS Antiviral Screen. The task is: Binary Classification. Given a drug SMILES string, predict its activity (active/inactive) in a high-throughput screening assay against a specified biological target. (1) The molecule is COC(=O)N=[N+]([O-])C(c1ccc(OC)cc1)C1CCCCC1. The result is 0 (inactive). (2) The drug is [O+]#C[Mo](C#[O+])(C#[O+])C#[O+].c1ccc(P(CCP(CCP(c2ccccc2)c2ccccc2)c2ccccc2)CCP(c2ccccc2)c2ccccc2)cc1. The result is 0 (inactive). (3) The compound is O=C(CCC(=O)Nc1ccc(Cl)cc1)CC(=O)c1ccc(F)cc1. The result is 0 (inactive). (4) The compound is N#Cc1c(CC(=O)O)cc(=O)n2c1[nH]c1ccccc12. The result is 0 (inactive). (5) The result is 0 (inactive). The molecule is O=C1C2CCCCC2C(=O)N1N1C(=O)C2CCCCC2C1=O.